Task: Predict the product of the given reaction.. Dataset: Forward reaction prediction with 1.9M reactions from USPTO patents (1976-2016) (1) Given the reactants Cl[C:2]1[CH:3]=[C:4]([NH:10][C:11]2[N:12]=[N:13][C:14]([O:17][C:18]([CH3:24])([CH3:23])[CH2:19][N:20]([CH3:22])[CH3:21])=[CH:15][CH:16]=2)[C:5](=[O:9])[N:6]([CH3:8])[N:7]=1.C([O:28][CH2:29][C:30]1[C:35]([N:36]2[N:45]=[CH:44][C:43]3[C:38](=[C:39]([F:50])[CH:40]=[C:41]([C:46]([CH3:49])([CH3:48])[CH3:47])[CH:42]=3)[C:37]2=[O:51])=[CH:34][CH:33]=[CH:32][C:31]=1[B-](F)(F)F)(=O)C.[K+].CC(C1C=C(C(C)C)C(C2C=CC=CC=2P(C2CCCCC2)C2CCCCC2)=C(C(C)C)C=1)C.[O-]P([O-])([O-])=O.[K+].[K+].[K+].[OH-].[Na+], predict the reaction product. The product is: [C:46]([C:41]1[CH:42]=[C:43]2[C:38](=[C:39]([F:50])[CH:40]=1)[C:37](=[O:51])[N:36]([C:35]1[CH:34]=[CH:33][CH:32]=[C:31]([C:2]3[CH:3]=[C:4]([NH:10][C:11]4[N:12]=[N:13][C:14]([O:17][C:18]([CH3:24])([CH3:23])[CH2:19][N:20]([CH3:22])[CH3:21])=[CH:15][CH:16]=4)[C:5](=[O:9])[N:6]([CH3:8])[N:7]=3)[C:30]=1[CH2:29][OH:28])[N:45]=[CH:44]2)([CH3:49])([CH3:47])[CH3:48]. (2) Given the reactants [Cl:1][C:2]1[CH:3]=[CH:4][C:5]([N:8]2[CH2:13][CH2:12][NH:11][CH2:10][CH2:9]2)=[N:6][CH:7]=1.[O:14]=[C:15]1[C:19]([C:26]2[CH:31]=[CH:30][CH:29]=[CH:28][CH:27]=2)([C:20]2[CH:25]=[CH:24][CH:23]=[CH:22][CH:21]=2)[CH2:18][CH2:17][N:16]1[CH2:32][C:33](O)=[O:34].Cl.C(N=C=NCCCN(C)C)C, predict the reaction product. The product is: [Cl:1][C:2]1[CH:3]=[CH:4][C:5]([N:8]2[CH2:9][CH2:10][N:11]([C:33](=[O:34])[CH2:32][N:16]3[CH2:17][CH2:18][C:19]([C:20]4[CH:25]=[CH:24][CH:23]=[CH:22][CH:21]=4)([C:26]4[CH:31]=[CH:30][CH:29]=[CH:28][CH:27]=4)[C:15]3=[O:14])[CH2:12][CH2:13]2)=[N:6][CH:7]=1. (3) Given the reactants [C:1]1([CH3:11])[CH:6]=[CH:5][C:4]([S:7]([OH:10])(=[O:9])=[O:8])=[CH:3][CH:2]=1.[C:12]1(C)C=CC(S(O)(=O)=O)=CC=1.N1[CH:27]=[C:26]([C:28]2[S:32][C:31]([O:33][C@@H:34]3[CH:41]4[CH2:42][N:37]5[CH2:38][CH:39]([CH2:43][CH:35]3[CH2:36]5)[CH2:40]4)=[N:30]C=2)[CH:25]=N1.[NH3:44], predict the reaction product. The product is: [C:1]1([CH3:11])[CH:2]=[CH:3][C:4]([S:7]([OH:10])(=[O:8])=[O:9])=[CH:5][CH:6]=1.[C:26]([C:28]1[S:32][C:31]([O:33][C@H:34]2[CH:41]3[CH2:42][N:37]4[CH2:38][CH:39]([CH2:43][CH:35]2[CH2:36]4)[CH2:40]3)=[N:30][N:44]=1)([CH3:25])([CH3:12])[CH3:27].